The task is: Predict the reactants needed to synthesize the given product.. This data is from Full USPTO retrosynthesis dataset with 1.9M reactions from patents (1976-2016). Given the product [CH3:45][C:30]1[CH:29]=[C:28]([CH:33]=[C:32]([N+:34]([O-:36])=[O:35])[C:31]=1[C:6]#[C:5][CH2:4][C:3]([OH:7])([CH2:8][C:9]1([CH3:23])[C:18]2[C:13](=[CH:14][CH:15]=[C:16]([S:19]([CH3:22])(=[O:21])=[O:20])[CH:17]=2)[O:12][CH2:11][CH2:10]1)[C:2]([F:1])([F:24])[F:25])[C:26]#[N:27], predict the reactants needed to synthesize it. The reactants are: [F:1][C:2]([F:25])([F:24])[C:3]([CH2:8][C:9]1([CH3:23])[C:18]2[C:13](=[CH:14][CH:15]=[C:16]([S:19]([CH3:22])(=[O:21])=[O:20])[CH:17]=2)[O:12][CH2:11][CH2:10]1)([OH:7])[CH2:4][C:5]#[CH:6].[C:26]([C:28]1[CH:33]=[C:32]([N+:34]([O-:36])=[O:35])[C:31](OS(C(F)(F)F)(=O)=O)=[C:30]([CH3:45])[CH:29]=1)#[N:27].C(N(CC)CC)C.